Dataset: Peptide-MHC class II binding affinity with 134,281 pairs from IEDB. Task: Regression. Given a peptide amino acid sequence and an MHC pseudo amino acid sequence, predict their binding affinity value. This is MHC class II binding data. (1) The peptide sequence is REKKLSEFGKAKGSR. The MHC is HLA-DQA10102-DQB10501 with pseudo-sequence HLA-DQA10102-DQB10501. The binding affinity (normalized) is 0. (2) The binding affinity (normalized) is 0.0257. The MHC is DRB1_1101 with pseudo-sequence DRB1_1101. The peptide sequence is RTEQKDFDGRSEFAY. (3) The peptide sequence is GRRGAAEVLVVLSEL. The MHC is HLA-DQA10601-DQB10402 with pseudo-sequence HLA-DQA10601-DQB10402. The binding affinity (normalized) is 0.437. (4) The peptide sequence is AGTNYNKTVASLMNA. The MHC is DRB1_0701 with pseudo-sequence DRB1_0701. The binding affinity (normalized) is 0.603. (5) The peptide sequence is GVTVKDVTITAPGDS. The MHC is DRB3_0101 with pseudo-sequence DRB3_0101. The binding affinity (normalized) is 0.217. (6) The peptide sequence is KDKWIELKESWGAIW. The MHC is DRB1_0301 with pseudo-sequence DRB1_0301. The binding affinity (normalized) is 0. (7) The peptide sequence is IPFVHLGHRDALEDD. The MHC is DRB1_1201 with pseudo-sequence DRB1_1201. The binding affinity (normalized) is 0.402. (8) The peptide sequence is DWLNKYSYYPEDPVK. The MHC is HLA-DQA10501-DQB10303 with pseudo-sequence HLA-DQA10501-DQB10303. The binding affinity (normalized) is 0. (9) The peptide sequence is YPEDPVKLASIVKAS. The MHC is HLA-DQA10501-DQB10303 with pseudo-sequence HLA-DQA10501-DQB10303. The binding affinity (normalized) is 0.526.